From a dataset of Reaction yield outcomes from USPTO patents with 853,638 reactions. Predict the reaction yield, written as a fraction of the theoretical maximum amount of product (1.0 means a 100% yield; for example, 0.34 means a 34% yield). (1) The reactants are ClC1N=C(C2SC(N3CCCC3)=NC=2C2C=C(NS(C3C(F)=CC=CC=3F)(=O)=O)C=CC=2)C=CN=1.[Cl:36][C:37]1[N:42]=[C:41]([CH2:43][C:44]([C:46]2[C:47]([F:64])=[C:48]([NH:52][S:53]([C:56]3[C:61]([F:62])=[CH:60][CH:59]=[CH:58][C:57]=3[F:63])(=[O:55])=[O:54])[CH:49]=[CH:50][CH:51]=2)=O)[CH:40]=[CH:39][N:38]=1.C1C(=O)N(Br)C(=O)C1.[NH2:73][C:74]([N:76]1[CH2:81][CH2:80][N:79]([C:82]([O:84][C:85]([CH3:88])([CH3:87])[CH3:86])=[O:83])[CH2:78][CH2:77]1)=[S:75]. No catalyst specified. The product is [Cl:36][C:37]1[N:42]=[C:41]([C:43]2[S:75][C:74]([N:76]3[CH2:77][CH2:78][N:79]([C:82]([O:84][C:85]([CH3:88])([CH3:87])[CH3:86])=[O:83])[CH2:80][CH2:81]3)=[N:73][C:44]=2[C:46]2[CH:51]=[CH:50][CH:49]=[C:48]([NH:52][S:53]([C:56]3[C:61]([F:62])=[CH:60][CH:59]=[CH:58][C:57]=3[F:63])(=[O:55])=[O:54])[C:47]=2[F:64])[CH:40]=[CH:39][N:38]=1. The yield is 0.380. (2) The reactants are [CH2:1]([O:3][P:4]([C:9]1[C:13]([P:14]([O:19][CH2:20][CH3:21])([O:16][CH2:17][CH3:18])=[O:15])=[CH:12][S:11][C:10]=1I)([O:6][CH2:7][CH3:8])=[O:5])[CH3:2].C([Sn](CCCC)(CCCC)[C:28]1[S:29][CH:30]=[C:31]([P:41]([O:46][CH2:47][CH3:48])([O:43][CH2:44][CH3:45])=[O:42])[C:32]=1[P:33]([O:38][CH2:39][CH3:40])([O:35][CH2:36][CH3:37])=[O:34])CCC. The catalyst is C1COCC1.[Cu]Cl. The product is [CH2:1]([O:3][P:4]([C:9]1[C:13]([P:14]([O:19][CH2:20][CH3:21])([O:16][CH2:17][CH3:18])=[O:15])=[CH:12][S:11][C:10]=1[C:28]1[S:29][CH:30]=[C:31]([P:41]([O:43][CH2:44][CH3:45])([O:46][CH2:47][CH3:48])=[O:42])[C:32]=1[P:33]([O:35][CH2:36][CH3:37])([O:38][CH2:39][CH3:40])=[O:34])([O:6][CH2:7][CH3:8])=[O:5])[CH3:2]. The yield is 0.380. (3) The reactants are [Cl:1][C:2]1[CH:11]=[C:10]2[C:5]([CH2:6][CH2:7][N:8]=[C:9]2[C:12]2[CH:16]=[C:15]([CH:17]3[O:21][CH2:20][CH2:19][O:18]3)[S:14][CH:13]=2)=[CH:4][CH:3]=1.[CH3:22]C#N.[CH2:25](Br)[C:26]1[CH:31]=[CH:30][CH:29]=[CH:28][CH:27]=1.C1COCC1.C[Mg]Br.CCOCC. The product is [CH2:25]([N:8]1[CH2:7][CH2:6][C:5]2[C:10](=[CH:11][C:2]([Cl:1])=[CH:3][CH:4]=2)[C:9]1([C:12]1[CH:16]=[C:15]([CH:17]2[O:21][CH2:20][CH2:19][O:18]2)[S:14][CH:13]=1)[CH3:22])[C:26]1[CH:31]=[CH:30][CH:29]=[CH:28][CH:27]=1. The yield is 0.620. No catalyst specified. (4) The reactants are C(O)(=O)C.[CH2:5]([O:12][C:13]1[CH:18]=[CH:17][CH:16]=[C:15](/[CH:19]=[CH:20]/[N+:21]([O-:23])=[O:22])[CH:14]=1)[C:6]1[CH:11]=[CH:10][CH:9]=[CH:8][CH:7]=1.[BH4-].[Na+]. The catalyst is CS(C)=O. The product is [CH2:5]([O:12][C:13]1[CH:18]=[CH:17][CH:16]=[C:15]([CH2:19][CH2:20][N+:21]([O-:23])=[O:22])[CH:14]=1)[C:6]1[CH:7]=[CH:8][CH:9]=[CH:10][CH:11]=1. The yield is 0.570. (5) The reactants are Cl[CH2:2][C:3]1[C:11]([F:12])=[CH:10][C:6]2[O:7][CH2:8][O:9][C:5]=2[CH:4]=1.[C-:13]#[N:14].[Na+].O. The catalyst is CS(C)=O. The product is [F:12][C:11]1[C:3]([CH2:2][C:13]#[N:14])=[CH:4][C:5]2[O:9][CH2:8][O:7][C:6]=2[CH:10]=1. The yield is 0.700. (6) The reactants are [CH3:1][O:2][C:3](=[O:18])[CH:4]([C:11]1[CH:16]=[CH:15][C:14](I)=[CH:13][CH:12]=1)[CH2:5][CH:6]1[CH2:10][CH2:9][CH2:8][CH2:7]1.[NH:19]1[C:27]2[C:22](=[CH:23][C:24](B(O)O)=[CH:25][CH:26]=2)[CH:21]=[CH:20]1.C(=O)([O-])[O-].[Na+].[Na+]. The catalyst is COCCOC.O.Cl[Pd](Cl)([P](C1C=CC=CC=1)(C1C=CC=CC=1)C1C=CC=CC=1)[P](C1C=CC=CC=1)(C1C=CC=CC=1)C1C=CC=CC=1. The product is [CH3:1][O:2][C:3](=[O:18])[CH:4]([C:11]1[CH:16]=[CH:15][C:14]([C:24]2[CH:23]=[C:22]3[C:27](=[CH:26][CH:25]=2)[NH:19][CH:20]=[CH:21]3)=[CH:13][CH:12]=1)[CH2:5][CH:6]1[CH2:10][CH2:9][CH2:8][CH2:7]1. The yield is 0.360. (7) The reactants are [N+:1]([C:4]1[N:5]=[CH:6][N:7]([C@@H:9]2[CH2:12][C@H:11]([O:13][S:14]([C:17]3[CH:22]=[CH:21][C:20]([CH3:23])=[CH:19][CH:18]=3)(=[O:16])=[O:15])[CH2:10]2)[CH:8]=1)([O-])=O.CCN(CC)CC.[C:31]1([CH2:41][C:42](O)=[O:43])[C:40]2[C:35](=[CH:36][CH:37]=[CH:38][CH:39]=2)[CH:34]=[CH:33][CH:32]=1. The catalyst is C(OCC)(=O)C.[Pd]. The product is [C:31]1([CH2:41][C:42]([NH:1][C:4]2[N:5]=[CH:6][N:7]([C@H:9]3[CH2:12][C@H:11]([O:13][S:14]([C:17]4[CH:22]=[CH:21][C:20]([CH3:23])=[CH:19][CH:18]=4)(=[O:16])=[O:15])[CH2:10]3)[CH:8]=2)=[O:43])[C:40]2[C:35](=[CH:36][CH:37]=[CH:38][CH:39]=2)[CH:34]=[CH:33][CH:32]=1. The yield is 0.720. (8) The reactants are [NH2:1][C@@H:2]1[C:8](=[O:9])[N:7]([CH3:10])[C:6]2[CH:11]=[CH:12][CH:13]=[CH:14][C:5]=2[O:4][CH2:3]1.[F:15][C:16]([F:29])([C:25]([F:28])([F:27])[F:26])[CH2:17][NH:18][C:19](=[O:24])[CH2:20][C:21](O)=[O:22].O.ON1C2C=CC=CC=2N=N1.Cl.CN(C)CCCN=C=NCC.C(N(C(C)C)CC)(C)C.Cl. The catalyst is O1CCCC1. The product is [CH3:10][N:7]1[C:6]2[CH:11]=[CH:12][CH:13]=[CH:14][C:5]=2[O:4][CH2:3][C@H:2]([NH:1][C:21](=[O:22])[CH2:20][C:19]([NH:18][CH2:17][C:16]([F:29])([F:15])[C:25]([F:26])([F:28])[F:27])=[O:24])[C:8]1=[O:9]. The yield is 0.390.